From a dataset of Aqueous solubility values for 9,982 compounds from the AqSolDB database. Regression/Classification. Given a drug SMILES string, predict its absorption, distribution, metabolism, or excretion properties. Task type varies by dataset: regression for continuous measurements (e.g., permeability, clearance, half-life) or binary classification for categorical outcomes (e.g., BBB penetration, CYP inhibition). For this dataset (solubility_aqsoldb), we predict Y. The molecule is CN(C)CCNC(=O)NC1CCCCC1. The Y is -0.660 log mol/L.